This data is from Retrosynthesis with 50K atom-mapped reactions and 10 reaction types from USPTO. The task is: Predict the reactants needed to synthesize the given product. (1) Given the product C=CC(=O)Nc1cccc(-c2nc(Nc3cccc(N4CCOCC4)c3)ncc2Cl)c1, predict the reactants needed to synthesize it. The reactants are: C=CC(=O)Nc1cccc(-c2nc(Cl)ncc2Cl)c1.Nc1cccc(N2CCOCC2)c1. (2) Given the product CCOC(=O)N1CCN(C(=S)Nc2ccccc2Cc2ncc[nH]2)CC1, predict the reactants needed to synthesize it. The reactants are: CCOC(=O)N1CCN(C(=S)Cl)CC1.Nc1ccccc1Cc1ncc[nH]1. (3) Given the product COc1cc(N2Cc3cn(-c4ccc(Cl)cc4)nc3C2=O)ccc1O, predict the reactants needed to synthesize it. The reactants are: COc1cc(NC(=O)c2nn(-c3ccc(Cl)cc3)cc2CCl)ccc1O.